From a dataset of Reaction yield outcomes from USPTO patents with 853,638 reactions. Predict the reaction yield, written as a fraction of the theoretical maximum amount of product (1.0 means a 100% yield; for example, 0.34 means a 34% yield). (1) The reactants are [CH3:1][C:2]1[CH:9]=[CH:8][CH:7]=[CH:6][C:3]=1[CH:4]=O.[CH3:10][NH2:11].[BH4-].[Na+]. The catalyst is CO. The product is [CH3:10][NH:11][CH2:4][C:3]1[CH:6]=[CH:7][CH:8]=[CH:9][C:2]=1[CH3:1]. The yield is 0.932. (2) The reactants are [CH3:1][CH:2]([CH3:16])[C:3]([C:5]1[NH:6][C:7]2[C:12]([CH:13]=1)=[CH:11][CH:10]=[C:9]([S:14][CH3:15])[CH:8]=2)=[O:4].[C:17]([O:21][C:22](=[O:27])[NH:23][CH2:24][CH2:25]Br)([CH3:20])([CH3:19])[CH3:18]. The catalyst is [N+](CCCC)(CCCC)(CCCC)CCCC.[Br-].[OH-].[Na+].O. The product is [C:17]([O:21][C:22](=[O:27])[NH:23][CH2:24][CH2:25][N:6]1[C:7]2[C:12](=[CH:11][CH:10]=[C:9]([S:14][CH3:15])[CH:8]=2)[CH:13]=[C:5]1[C:3](=[O:4])[CH:2]([CH3:16])[CH3:1])([CH3:20])([CH3:19])[CH3:18]. The yield is 0.207. (3) The reactants are [CH2:1]([C:3]1[CH:8]=[C:7]([CH3:9])[CH:6]=[C:5]([CH2:10][CH3:11])[C:4]=1[C:12]1[C:13](=[O:32])[N:14]([CH3:31])[N:15]=[C:16]([O:26][CH2:27][C:28](O)=[O:29])[C:17]=1[O:18][CH2:19][C:20]1[CH:25]=[CH:24][CH:23]=[CH:22][CH:21]=1)[CH3:2].S(Cl)(Cl)=O.C[N:38](C=O)C. The catalyst is C1(C)C=CC=CC=1. The product is [CH2:1]([C:3]1[CH:8]=[C:7]([CH3:9])[CH:6]=[C:5]([CH2:10][CH3:11])[C:4]=1[C:12]1[C:13](=[O:32])[N:14]([CH3:31])[N:15]=[C:16]([O:26][CH2:27][C:28](=[O:29])[NH2:38])[C:17]=1[O:18][CH2:19][C:20]1[CH:25]=[CH:24][CH:23]=[CH:22][CH:21]=1)[CH3:2]. The yield is 0.940.